This data is from Full USPTO retrosynthesis dataset with 1.9M reactions from patents (1976-2016). The task is: Predict the reactants needed to synthesize the given product. (1) Given the product [NH2:9][CH2:8][CH:7]([CH2:6][C:5]1[CH:41]=[CH:42][C:2]([Cl:1])=[CH:3][CH:4]=1)[C:17]([N:19]1[CH2:20][CH2:21][N:22]([C:25]2[C:30]([C:31]3[CH:32]=[CH:33][CH:34]=[CH:35][CH:36]=3)=[CH:29][N:28]=[C:27]3[NH:37][CH:38]=[C:39]([CH3:40])[C:26]=23)[CH2:23][CH2:24]1)=[O:18], predict the reactants needed to synthesize it. The reactants are: [Cl:1][C:2]1[CH:42]=[CH:41][C:5]([CH2:6][CH:7]([C:17]([N:19]2[CH2:24][CH2:23][N:22]([C:25]3[C:30]([C:31]4[CH:36]=[CH:35][CH:34]=[CH:33][CH:32]=4)=[CH:29][N:28]=[C:27]4[NH:37][CH:38]=[C:39]([CH3:40])[C:26]=34)[CH2:21][CH2:20]2)=[O:18])[CH2:8][NH:9]C(=O)OC(C)(C)C)=[CH:4][CH:3]=1.C(O)(C(F)(F)F)=O.C1(N)C(F)=C(F)C(F)=C(N)C=1F.Cl.Cl. (2) Given the product [CH:1]1([C:4]2[C:5]([O:13][CH2:14][CH:15]3[CH2:17][CH2:16]3)=[CH:6][C:7]([C:10]3[O:12][N:27]=[C:20]([C:21]4[CH:26]=[CH:25][CH:24]=[CH:23][CH:22]=4)[N:19]=3)=[N:8][CH:9]=2)[CH2:2][CH2:3]1, predict the reactants needed to synthesize it. The reactants are: [CH:1]1([C:4]2[C:5]([O:13][CH2:14][CH:15]3[CH2:17][CH2:16]3)=[CH:6][C:7]([C:10]([OH:12])=O)=[N:8][CH:9]=2)[CH2:3][CH2:2]1.O[N:19]=[C:20]([NH2:27])[C:21]1[CH:26]=[CH:25][CH:24]=[CH:23][CH:22]=1. (3) Given the product [OH:18][CH:8]([CH2:9][CH2:10][C:11]1[CH:12]=[CH:13][C:14]([I:17])=[CH:15][CH:16]=1)[CH2:7][C:6]([OH:19])=[O:5], predict the reactants needed to synthesize it. The reactants are: C([O:5][C:6](=[O:19])[CH2:7][CH:8]([OH:18])[CH2:9][CH2:10][C:11]1[CH:16]=[CH:15][C:14]([I:17])=[CH:13][CH:12]=1)(C)(C)C. (4) The reactants are: C([O:3][C:4]([C:6]1([S:14]([C:17]2[CH:22]=[CH:21][C:20]([O:23][CH3:24])=[CH:19][CH:18]=2)(=[O:16])=[O:15])[CH2:11][CH2:10][N:9]([CH2:12][CH3:13])[CH2:8][CH2:7]1)=[O:5])C. Given the product [CH2:12]([N:9]1[CH2:8][CH2:7][C:6]([S:14]([C:17]2[CH:18]=[CH:19][C:20]([O:23][CH3:24])=[CH:21][CH:22]=2)(=[O:16])=[O:15])([C:4]([OH:5])=[O:3])[CH2:11][CH2:10]1)[CH3:13], predict the reactants needed to synthesize it.